This data is from Catalyst prediction with 721,799 reactions and 888 catalyst types from USPTO. The task is: Predict which catalyst facilitates the given reaction. (1) Reactant: Cl.C(OC([N:9]1[CH2:14][CH2:13][C@H:12]([O:15][C:16]2[CH:21]=[CH:20][CH:19]=[C:18]([NH:22][C:23](=[O:32])[C:24]3[CH:29]=[CH:28][C:27]([F:30])=[CH:26][C:25]=3[Cl:31])[CH:17]=2)[CH2:11][C@@H:10]1[CH3:33])=O)(C)(C)C. Product: [Cl:31][C:25]1[CH:26]=[C:27]([F:30])[CH:28]=[CH:29][C:24]=1[C:23]([NH:22][C:18]1[CH:19]=[CH:20][CH:21]=[C:16]([O:15][C@H:12]2[CH2:13][CH2:14][NH:9][C@@H:10]([CH3:33])[CH2:11]2)[CH:17]=1)=[O:32]. The catalyst class is: 12. (2) Reactant: [C:1]1([N:7]2[C:19]3[CH:18]=[CH:17][C:16](B4OC(C)(C)C(C)(C)O4)=[CH:15][C:14]=3[C:13]3[C:8]2=[CH:9][CH:10]=[CH:11][CH:12]=3)[CH:6]=[CH:5][CH:4]=[CH:3][CH:2]=1.[Br:29][C:30]1[CH:35]=[CH:34][C:33](I)=[CH:32][CH:31]=1.C(=O)([O-])[O-].[K+].[K+]. Product: [Br:29][C:30]1[CH:35]=[CH:34][C:33]([C:16]2[CH:17]=[CH:18][C:19]3[N:7]([C:1]4[CH:6]=[CH:5][CH:4]=[CH:3][CH:2]=4)[C:8]4[C:13]([C:14]=3[CH:15]=2)=[CH:12][CH:11]=[CH:10][CH:9]=4)=[CH:32][CH:31]=1. The catalyst class is: 70. (3) Reactant: [I:1][C:2]1[CH:11]=[CH:10][C:5]2[C:6]([CH3:9])=[N:7][O:8][C:4]=2[C:3]=1[CH2:12][OH:13].N1C=CN=C1.[C:19]([Si:23]([CH3:26])([CH3:25])Cl)([CH3:22])([CH3:21])[CH3:20].O. Product: [Si:23]([O:13][CH2:12][C:3]1[C:4]2[O:8][N:7]=[C:6]([CH3:9])[C:5]=2[CH:10]=[CH:11][C:2]=1[I:1])([C:19]([CH3:22])([CH3:21])[CH3:20])([CH3:26])[CH3:25]. The catalyst class is: 42. (4) Reactant: [Cl:1][C:2]1[CH:20]=[CH:19][C:5]([O:6][CH2:7][C:8]2[N:9]=[CH:10][CH:11]=[C:12]3[C:16]([CH3:17])=[C:15]([CH3:18])[NH:14][C:13]=23)=[CH:4][CH:3]=1.Cl. Product: [ClH:1].[Cl:1][C:2]1[CH:20]=[CH:19][C:5]([O:6][CH2:7][C:8]2[N:9]=[CH:10][CH:11]=[C:12]3[C:16]([CH3:17])=[C:15]([CH3:18])[NH:14][C:13]=23)=[CH:4][CH:3]=1. The catalyst class is: 13. (5) Reactant: [NH2:1][C:2]1[CH:3]=[N:4][N:5]([CH2:7][CH2:8][CH2:9][N:10]2[CH2:15][CH2:14][CH2:13][CH:12]([OH:16])[CH2:11]2)[CH:6]=1.[NH:17]1[C:25]2[C:20](=[CH:21][CH:22]=[CH:23][CH:24]=2)[C:19]([C:26](O)=[O:27])=[N:18]1.CN(C(ON1N=NC2C=CC=NC1=2)=[N+](C)C)C.F[P-](F)(F)(F)(F)F.CCN(C(C)C)C(C)C. Product: [OH:16][CH:12]1[CH2:13][CH2:14][CH2:15][N:10]([CH2:9][CH2:8][CH2:7][N:5]2[CH:6]=[C:2]([NH:1][C:26]([C:19]3[C:20]4[C:25](=[CH:24][CH:23]=[CH:22][CH:21]=4)[NH:17][N:18]=3)=[O:27])[CH:3]=[N:4]2)[CH2:11]1. The catalyst class is: 1. (6) Reactant: [C:1]([C:5]1[CH:6]=[C:7]2[C:12](=[C:13]([F:15])[CH:14]=1)[C:11](=[O:16])[N:10]([CH2:17][C:18]1[C:23]([F:24])=[CH:22][C:21]([C:25]3[CH:30]=[CH:29][N:28]=[C:27]([O:31]C)[CH:26]=3)=[CH:20][C:19]=1[F:33])[N:9]=[CH:8]2)([CH3:4])([CH3:3])[CH3:2].B(Br)(Br)Br. Product: [C:1]([C:5]1[CH:6]=[C:7]2[C:12](=[C:13]([F:15])[CH:14]=1)[C:11](=[O:16])[N:10]([CH2:17][C:18]1[C:23]([F:24])=[CH:22][C:21]([C:25]3[CH:30]=[CH:29][NH:28][C:27](=[O:31])[CH:26]=3)=[CH:20][C:19]=1[F:33])[N:9]=[CH:8]2)([CH3:4])([CH3:2])[CH3:3]. The catalyst class is: 2. (7) Reactant: [Br:1][C:2]1[CH:7]=[CH:6][CH:5]=[C:4]([CH2:8]Br)[CH:3]=1.[CH2:10]([Mg]Br)[CH:11]=[CH2:12]. Product: [Br:1][C:2]1[CH:7]=[CH:6][CH:5]=[C:4]([CH2:8][CH2:12][CH:11]=[CH2:10])[CH:3]=1. The catalyst class is: 7. (8) Reactant: Br[C:2]1[C:3]([N:22]2[CH2:25][C:24]([CH3:27])([CH3:26])[CH2:23]2)=[C:4]([C@H:10]([O:17][C:18]([CH3:21])([CH3:20])[CH3:19])[C:11]([O:13][CH:14]([CH3:16])[CH3:15])=[O:12])[C:5]([CH3:9])=[N:6][C:7]=1[CH3:8].[F:28][C:29]1[CH:46]=[CH:45][C:32]([CH2:33][CH2:34][O:35][C:36]2[CH:41]=[CH:40][C:39](B(O)O)=[CH:38][CH:37]=2)=[CH:31][CH:30]=1.C(=O)([O-])[O-].[Na+].[Na+]. Product: [C:18]([O:17][C@@H:10]([C:4]1[C:5]([CH3:9])=[N:6][C:7]([CH3:8])=[C:2]([C:39]2[CH:38]=[CH:37][C:36]([O:35][CH2:34][CH2:33][C:32]3[CH:31]=[CH:30][C:29]([F:28])=[CH:46][CH:45]=3)=[CH:41][CH:40]=2)[C:3]=1[N:22]1[CH2:25][C:24]([CH3:27])([CH3:26])[CH2:23]1)[C:11]([O:13][CH:14]([CH3:16])[CH3:15])=[O:12])([CH3:21])([CH3:20])[CH3:19]. The catalyst class is: 667. (9) Reactant: [NH2:1][C:2]1[CH:3]=[CH:4][C:5]([F:18])=[C:6]([C@:8]2([CH3:17])[C@@H:14]([F:15])[CH2:13][O:12][CH2:11][C:10]([NH2:16])=[N:9]2)[CH:7]=1.[Cl:19][C:20]1[CH:21]=[N:22][C:23]2[C:24](=O)[CH2:25][CH2:26][C:27]=2[CH:28]=1.C(O)(=O)C.C(O[BH-](OC(=O)C)OC(=O)C)(=O)C.[Na+].Cl. Product: [Cl:19][C:20]1[CH:28]=[C:27]2[CH2:26][CH2:25][CH:24]([NH:1][C:2]3[CH:3]=[CH:4][C:5]([F:18])=[C:6]([C@:8]4([CH3:17])[C@@H:14]([F:15])[CH2:13][O:12][CH2:11][C:10]([NH2:16])=[N:9]4)[CH:7]=3)[C:23]2=[N:22][CH:21]=1. The catalyst class is: 26. (10) Reactant: [C:1]([CH:4]([CH3:26])[CH2:5][CH2:6][N:7]1[C:11]2[CH:12]=[CH:13][CH:14]=[C:15]([CH3:16])[C:10]=2[N:9]=[C:8]1[CH2:17][O:18][C:19]1[CH:24]=[CH:23][C:22]([Cl:25])=[CH:21][CH:20]=1)([OH:3])=O.[NH:27]1[CH2:31][CH2:30][CH2:29][CH2:28]1.ON1C2C=CC=CC=2N=N1.C1(N=C=NC2CCCCC2)CCCCC1. Product: [N:27]1([C:1]([CH:4]([CH3:26])[CH2:5][CH2:6][N:7]2[C:11]3[CH:12]=[CH:13][CH:14]=[C:15]([CH3:16])[C:10]=3[N:9]=[C:8]2[CH2:17][O:18][C:19]2[CH:20]=[CH:21][C:22]([Cl:25])=[CH:23][CH:24]=2)=[O:3])[CH2:31][CH2:30][CH2:29][CH2:28]1. The catalyst class is: 9.